From a dataset of Peptide-MHC class I binding affinity with 185,985 pairs from IEDB/IMGT. Regression. Given a peptide amino acid sequence and an MHC pseudo amino acid sequence, predict their binding affinity value. This is MHC class I binding data. The peptide sequence is WSYNAELLVA. The MHC is HLA-A02:03 with pseudo-sequence HLA-A02:03. The binding affinity (normalized) is 0.758.